From a dataset of Full USPTO retrosynthesis dataset with 1.9M reactions from patents (1976-2016). Predict the reactants needed to synthesize the given product. (1) Given the product [NH2:23][C:18]1[CH:19]=[CH:20][CH:21]=[C:22]2[C:17]=1[CH2:16][CH2:15][CH:14]2[N:11]1[CH2:12][CH2:13][N:8]([C:6]([CH:1]2[CH2:2][CH2:3][CH2:4][CH2:5]2)=[O:7])[C@@H:9]([CH3:26])[CH2:10]1, predict the reactants needed to synthesize it. The reactants are: [CH:1]1([C:6]([N:8]2[CH2:13][CH2:12][N:11]([CH:14]3[C:22]4[C:17](=[C:18]([N+:23]([O-])=O)[CH:19]=[CH:20][CH:21]=4)[CH2:16][CH2:15]3)[CH2:10][C@@H:9]2[CH3:26])=[O:7])[CH2:5][CH2:4][CH2:3][CH2:2]1. (2) The reactants are: [NH2:1][N:2]1[CH:6]=[C:5]([C:7]#[N:8])[CH:4]=[C:3]1[C:9]#[N:10].C(O)(=O)C.[CH:15](N)=[NH:16].C([O-])([O-])=O.[K+].[K+].CCOC(C)=O. Given the product [NH2:10][C:9]1[C:3]2=[CH:4][C:5]([C:7]#[N:8])=[CH:6][N:2]2[N:1]=[CH:15][N:16]=1, predict the reactants needed to synthesize it. (3) Given the product [CH3:29][O:28][C:26](=[O:27])[C:25]1[CH:24]=[CH:23][C:22]([C:2]2[CH:7]=[CH:6][N:5]=[C:4]([CH2:8][CH3:9])[C:3]=2[C:10]#[C:11][C:12]2[CH:17]=[N:16][C:15]([NH2:18])=[CH:14][CH:13]=2)=[CH:21][C:20]=1[Cl:19], predict the reactants needed to synthesize it. The reactants are: Cl[C:2]1[CH:7]=[CH:6][N:5]=[C:4]([CH2:8][CH3:9])[C:3]=1[C:10]#[C:11][C:12]1[CH:13]=[CH:14][C:15]([NH2:18])=[N:16][CH:17]=1.[Cl:19][C:20]1[CH:21]=[C:22](B(O)O)[CH:23]=[CH:24][C:25]=1[C:26]([O:28][CH3:29])=[O:27].CC(C1C=C(C(C)C)C(C2C=CC=CC=2P(C2CCCCC2)C2CCCCC2)=C(C(C)C)C=1)C.[O-]P([O-])([O-])=O.[K+].[K+].[K+]. (4) The reactants are: [OH:1][C@H:2]1[CH2:6][CH2:5][NH:4][C@@H:3]1[C:7]([OH:9])=[O:8].[CH3:10]O. Given the product [OH:1][C@H:2]1[CH2:6][CH2:5][NH:4][C@@H:3]1[C:7]([O:9][CH3:10])=[O:8], predict the reactants needed to synthesize it. (5) Given the product [CH3:34][C:18]1[CH:19]=[C:20]([N:23]2[CH2:27][CH2:26][C@H:25]([N:28]3[CH2:32][CH2:31][CH2:30][C@@H:29]3[CH3:33])[CH2:24]2)[CH:21]=[CH:22][C:17]=1[N:14]1[CH2:13][CH2:12][C:11]2([CH2:10][CH2:9][NH:8][CH2:36][CH2:35]2)[C:15]1=[O:16], predict the reactants needed to synthesize it. The reactants are: C(OC([N:8]1[CH2:36][CH2:35][C:11]2([C:15](=[O:16])[N:14]([C:17]3[CH:22]=[CH:21][C:20]([N:23]4[CH2:27][CH2:26][C@H:25]([N:28]5[CH2:32][CH2:31][CH2:30][C@@H:29]5[CH3:33])[CH2:24]4)=[CH:19][C:18]=3[CH3:34])[CH2:13][CH2:12]2)[CH2:10][CH2:9]1)=O)(C)(C)C.Cl.